Dataset: Catalyst prediction with 721,799 reactions and 888 catalyst types from USPTO. Task: Predict which catalyst facilitates the given reaction. (1) Reactant: [CH2:1]([N:4]([CH2:28][CH2:29][CH3:30])[CH2:5][CH2:6][CH2:7][CH2:8][N:9]1[CH2:18][CH2:17][C:16]2[C:11](=[CH:12][CH:13]=[C:14]([CH2:19][NH:20][CH2:21][C:22]3[N:23]([CH3:27])[CH:24]=[CH:25][N:26]=3)[CH:15]=2)[CH2:10]1)[CH2:2][CH3:3].N1C=CC=CC=1.Cl.[NH:38]1[CH:42]=[CH:41][N:40]=[C:39]1[S:43](Cl)(=[O:45])=[O:44].[OH-].[Na+]. Product: [CH2:28]([N:4]([CH2:1][CH2:2][CH3:3])[CH2:5][CH2:6][CH2:7][CH2:8][N:9]1[CH2:18][CH2:17][C:16]2[C:11](=[CH:12][CH:13]=[C:14]([CH2:19][N:20]([CH2:21][C:22]3[N:23]([CH3:27])[CH:24]=[CH:25][N:26]=3)[S:43]([C:39]3[NH:38][CH:42]=[CH:41][N:40]=3)(=[O:45])=[O:44])[CH:15]=2)[CH2:10]1)[CH2:29][CH3:30]. The catalyst class is: 4. (2) Reactant: [Br:1][C:2]1[CH:3]=[C:4]([NH:9][S:10]([CH3:13])(=[O:12])=[O:11])[C:5]([Cl:8])=[N:6][CH:7]=1.[C:14](=O)([O-])[O-].[K+].[K+].IC.O. Product: [Br:1][C:2]1[CH:3]=[C:4]([N:9]([CH3:14])[S:10]([CH3:13])(=[O:12])=[O:11])[C:5]([Cl:8])=[N:6][CH:7]=1. The catalyst class is: 3.